Dataset: Reaction yield outcomes from USPTO patents with 853,638 reactions. Task: Predict the reaction yield, written as a fraction of the theoretical maximum amount of product (1.0 means a 100% yield; for example, 0.34 means a 34% yield). (1) The yield is 0.880. The product is [ClH:1].[CH2:37]([O:39][C:40]1[C:48]([O:49][CH3:50])=[CH:47][CH:46]=[CH:45][C:41]=1[CH2:42][N:20]([CH3:19])[C:15](=[O:17])/[CH:14]=[CH:13]/[C:8]1[CH:9]=[N:10][C:11]2[NH:12][C:3](=[O:2])[CH2:4][CH2:5][C:6]=2[CH:7]=1)[CH3:38]. The reactants are [ClH:1].[O:2]=[C:3]1[NH:12][C:11]2[N:10]=[CH:9][C:8](/[CH:13]=[CH:14]/[C:15]([OH:17])=O)=[CH:7][C:6]=2[CH2:5][CH2:4]1.Cl.[CH3:19][N:20]1CC2C=C(/C=C/C(O)=O)C=NC=2NC(=O)C1.[CH2:37]([O:39][C:40]1[C:48]([O:49][CH3:50])=[CH:47][CH:46]=[CH:45][C:41]=1[CH2:42]CN)[CH3:38].CNCC1C=CC2C(=CC=CC=2)C=1CCC. No catalyst specified. (2) The reactants are [NH:1]1[CH2:5][CH2:4][C:3]2([CH2:10][CH:9]3[CH2:11][N:6]2[CH2:7][CH2:8]3)[CH2:2]1.C1(P(C2C=CC=CC=2)C2C=CC3C(=CC=CC=3)C=2C2C3C(=CC=CC=3)C=CC=2P(C2C=CC=CC=2)C2C=CC=CC=2)C=CC=CC=1.CC(C)([O-])C.[K+].Br[C:65]1[CH:66]=[N:67][CH:68]=[N:69][CH:70]=1. The catalyst is C1(C)C=CC=CC=1.C1C=CC(/C=C/C(/C=C/C2C=CC=CC=2)=O)=CC=1.C1C=CC(/C=C/C(/C=C/C2C=CC=CC=2)=O)=CC=1.C1C=CC(/C=C/C(/C=C/C2C=CC=CC=2)=O)=CC=1.[Pd].[Pd]. The product is [N:67]1[CH:66]=[C:65]([N:1]2[CH2:5][CH2:4][C:3]3([CH2:10][CH:9]4[CH2:11][N:6]3[CH2:7][CH2:8]4)[CH2:2]2)[CH:70]=[N:69][CH:68]=1. The yield is 0.320. (3) The reactants are [NH2:1][C:2]1[N:10]=[C:9]([C:11]([F:14])([F:13])[F:12])[CH:8]=[CH:7][C:3]=1[C:4]([OH:6])=O.O1CCCC1.C([N:22](CC)CC)C.[CH:27]1([C:31](Cl)=[O:32])[CH2:30][CH2:29][CH2:28]1. The catalyst is ClCCl.O. The product is [CH:27]1([C:31]([NH:1][C:2]2[N:10]=[C:9]([C:11]([F:14])([F:13])[F:12])[CH:8]=[CH:7][C:3]=2[C:4]([NH2:22])=[O:6])=[O:32])[CH2:30][CH2:29][CH2:28]1. The yield is 0.280. (4) The reactants are [Cl:1][C:2]1[CH:8]=[C:7]([O:9][C:10]2[C:19]3[C:14](=[CH:15][C:16]([O:22][CH3:23])=[C:17]([O:20][CH3:21])[CH:18]=3)[N:13]=[CH:12][N:11]=2)[CH:6]=[CH:5][C:3]=1[NH2:4].C1(C)C=CC=CC=1.C(N(CC)CC)C.ClC(Cl)(O[C:42](=[O:48])[O:43][C:44](Cl)(Cl)Cl)Cl.[Cl:50][C:51]1[CH:61]=[CH:60][CH:59]=[CH:58][C:52]=1[O:53][CH2:54][CH2:55]CO. The catalyst is C(Cl)Cl. The product is [Cl:1][C:2]1[CH:8]=[C:7]([O:9][C:10]2[C:19]3[C:14](=[CH:15][C:16]([O:22][CH3:23])=[C:17]([O:20][CH3:21])[CH:18]=3)[N:13]=[CH:12][N:11]=2)[CH:6]=[CH:5][C:3]=1[NH:4][C:42](=[O:48])[O:43][CH2:44][CH2:55][CH2:54][O:53][C:52]1[CH:58]=[CH:59][CH:60]=[CH:61][C:51]=1[Cl:50]. The yield is 0.500. (5) The reactants are [H-].[Na+].[C:3]([C:5]1[C:10]([C:11]2[NH:15][CH:14]=[C:13]([CH2:16][N:17]([CH3:25])[C:18](=[O:24])[O:19][C:20]([CH3:23])([CH3:22])[CH3:21])[C:12]=2[F:26])=[CH:9][CH:8]=[CH:7][N:6]=1)#[N:4].C1OCCOCCOCCOCCOC1.[CH3:42][O:43][C:44]1[CH:45]=[C:46]([S:50](Cl)(=[O:52])=[O:51])[CH:47]=[CH:48][CH:49]=1. The yield is 0.950. The product is [C:3]([C:5]1[C:10]([C:11]2[N:15]([S:50]([C:46]3[CH:47]=[CH:48][CH:49]=[C:44]([O:43][CH3:42])[CH:45]=3)(=[O:52])=[O:51])[CH:14]=[C:13]([CH2:16][N:17]([CH3:25])[C:18](=[O:24])[O:19][C:20]([CH3:22])([CH3:23])[CH3:21])[C:12]=2[F:26])=[CH:9][CH:8]=[CH:7][N:6]=1)#[N:4]. The catalyst is O1CCCC1.O. (6) The reactants are [Cl:1][C:2]1[CH:7]=[CH:6][C:5]([S:8]([N:11]([CH2:21][C:22]2[CH:31]=[CH:30][C:25]([C:26](OC)=[O:27])=[CH:24][CH:23]=2)[C@H:12]([C:15]2[CH:20]=[CH:19][CH:18]=[CH:17][CH:16]=2)[CH2:13][CH3:14])(=[O:10])=[O:9])=[CH:4][CH:3]=1.[NH2:32][C:33]([CH3:37])([CH3:36])[CH2:34][OH:35]. The catalyst is C(OCC)(=O)C. The product is [Cl:1][C:2]1[CH:7]=[CH:6][C:5]([S:8]([N:11]([CH2:21][C:22]2[CH:31]=[CH:30][C:25]([C:26]([NH:32][C:33]([CH3:37])([CH3:36])[CH2:34][OH:35])=[O:27])=[CH:24][CH:23]=2)[C@H:12]([C:15]2[CH:16]=[CH:17][CH:18]=[CH:19][CH:20]=2)[CH2:13][CH3:14])(=[O:10])=[O:9])=[CH:4][CH:3]=1. The yield is 0.220. (7) The reactants are [CH3:1][O:2][C:3]1[CH:4]=[C:5]2[C:10](=[CH:11][C:12]=1[O:13][CH3:14])[N:9]=[CH:8][CH:7]=[C:6]2[O:15][C:16]1[C:22]([CH3:23])=[CH:21][C:19]([NH2:20])=[C:18]([CH3:24])[CH:17]=1.ClC(Cl)(O[C:29](=[O:35])[O:30][C:31](Cl)(Cl)Cl)Cl.[CH3:37][O:38][C:39]1[CH:44]=[CH:43][CH:42]=[CH:41][C:40]=1CO.C(=O)(O)[O-].[Na+]. The catalyst is C(Cl)Cl.C(N(CC)CC)C.C1(C)C=CC=CC=1. The product is [CH3:1][O:2][C:3]1[CH:4]=[C:5]2[C:10](=[CH:11][C:12]=1[O:13][CH3:14])[N:9]=[CH:8][CH:7]=[C:6]2[O:15][C:16]1[C:22]([CH3:23])=[CH:21][C:19]([NH:20][C:29](=[O:35])[O:30][CH2:31][C:40]2[CH:41]=[CH:42][CH:43]=[CH:44][C:39]=2[O:38][CH3:37])=[C:18]([CH3:24])[CH:17]=1. The yield is 0.800. (8) The reactants are [CH3:1][C:2]1[C:6]([C:7]2[CH:16]=[C:15]3[C:10]([C:11](=[O:20])[C:12](C(O)=O)=[CH:13][NH:14]3)=[CH:9][C:8]=2[O:21][CH3:22])=[C:5]([CH3:23])[O:4][N:3]=1.C1(OC2C=CC=CC=2)C=CC=CC=1. The catalyst is C(OCC)C. The product is [CH3:1][C:2]1[C:6]([C:7]2[CH:16]=[C:15]3[C:10]([C:11](=[O:20])[CH:12]=[CH:13][NH:14]3)=[CH:9][C:8]=2[O:21][CH3:22])=[C:5]([CH3:23])[O:4][N:3]=1. The yield is 1.00. (9) The reactants are C(N(CC)CC)C.[N:8]1([C:14]([O:16][C:17]([CH3:20])([CH3:19])[CH3:18])=[O:15])[CH2:13][CH2:12][NH:11][CH2:10][CH2:9]1.Cl[C:22]1[C:23]2[C@H:30]([CH3:31])[CH2:29][CH2:28][C:24]=2[N:25]=[CH:26][N:27]=1.C(OCC)(=O)C. The catalyst is CCCCO. The product is [CH3:31][C@H:30]1[C:23]2[C:22]([N:11]3[CH2:12][CH2:13][N:8]([C:14]([O:16][C:17]([CH3:20])([CH3:19])[CH3:18])=[O:15])[CH2:9][CH2:10]3)=[N:27][CH:26]=[N:25][C:24]=2[CH2:28][CH2:29]1. The yield is 0.741.